From a dataset of Reaction yield outcomes from USPTO patents with 853,638 reactions. Predict the reaction yield, written as a fraction of the theoretical maximum amount of product (1.0 means a 100% yield; for example, 0.34 means a 34% yield). (1) The reactants are [NH2:1][C@H:2](C(N)=O)[CH2:3][C:4]1C=CC(O)=C[CH:5]=1.Cl.C([N:17]([CH2:20]C)[CH2:18][CH3:19])C. The catalyst is O1CCOCC1. The product is [N:17]1[C:18]2[CH:19]=[CH:5][CH:4]=[CH:3][C:2]=2[NH:1][CH:20]=1. The yield is 0.720. (2) The reactants are [CH2:1]([O:3][C:4]([C:6]1[CH:7]=[C:8]2[C:13](=[CH:14][CH:15]=1)[NH:12][CH:11]([C:16]1[CH:21]=[CH:20][CH:19]=[C:18](Br)[CH:17]=1)[CH2:10][C:9]2([CH3:24])[CH3:23])=[O:5])[CH3:2].[C:25]([C:29]1[CH:34]=[CH:33][C:32](B(O)O)=[CH:31][CH:30]=1)([CH3:28])([CH3:27])[CH3:26].C(=O)([O-])[O-].[Na+].[Na+].C(OCC)(=O)C. The catalyst is O1CCOCC1.C1C=CC(P(C2C=CC=CC=2)C2C=CC=CC=2)=CC=1.C1C=CC(P(C2C=CC=CC=2)C2C=CC=CC=2)=CC=1.Cl[Pd]Cl. The product is [CH2:1]([O:3][C:4]([C:6]1[CH:7]=[C:8]2[C:13](=[CH:14][CH:15]=1)[NH:12][CH:11]([C:16]1[CH:17]=[C:18]([C:32]3[CH:33]=[CH:34][C:29]([C:25]([CH3:28])([CH3:27])[CH3:26])=[CH:30][CH:31]=3)[CH:19]=[CH:20][CH:21]=1)[CH2:10][C:9]2([CH3:24])[CH3:23])=[O:5])[CH3:2]. The yield is 0.310.